This data is from Forward reaction prediction with 1.9M reactions from USPTO patents (1976-2016). The task is: Predict the product of the given reaction. Given the reactants Cl[C:2]1[N:11]=[C:10]([NH:12][CH2:13][CH:14]([C:21]2[CH:26]=[CH:25][N:24]=[CH:23][CH:22]=2)[C:15]2[CH:20]=[CH:19][N:18]=[CH:17][CH:16]=2)[C:9]2[C:4](=[CH:5][CH:6]=[CH:7][CH:8]=2)[N:3]=1.[CH3:27][C:28]1[CH:33]=[C:32]([NH:34][S:35]([CH3:38])(=[O:37])=[O:36])[CH:31]=[CH:30][C:29]=1B(O)O.C1(C(C2C=CC=CN=2)CNC2C3C(=CC=CC=3)N=C(C3C=CC(NS(C)(=O)=O)=CC=3)N=2)C=CC=CC=1, predict the reaction product. The product is: [N:18]1[CH:19]=[CH:20][C:15]([CH:14]([C:21]2[CH:26]=[CH:25][N:24]=[CH:23][CH:22]=2)[CH2:13][NH:12][C:10]2[C:9]3[C:4](=[CH:5][CH:6]=[CH:7][CH:8]=3)[N:3]=[C:2]([C:29]3[CH:30]=[CH:31][C:32]([NH:34][S:35]([CH3:38])(=[O:36])=[O:37])=[CH:33][C:28]=3[CH3:27])[N:11]=2)=[CH:16][CH:17]=1.